Dataset: Full USPTO retrosynthesis dataset with 1.9M reactions from patents (1976-2016). Task: Predict the reactants needed to synthesize the given product. (1) The reactants are: C[O-].[Na+].[C:4]([O:12][CH3:13])(=[O:11])[CH2:5][CH2:6][C:7]([O:9]C)=[O:8].[CH2:14]([N:21]1[C:25]([CH:26]=O)=[CH:24][N:23]=[C:22]1[CH2:28][CH3:29])[C:15]1[CH:20]=[CH:19][CH:18]=[CH:17][CH:16]=1. Given the product [CH2:14]([N:21]1[C:25](/[CH:26]=[C:5](/[C:4]([O:12][CH3:13])=[O:11])\[CH2:6][C:7]([OH:9])=[O:8])=[CH:24][N:23]=[C:22]1[CH2:28][CH3:29])[C:15]1[CH:16]=[CH:17][CH:18]=[CH:19][CH:20]=1, predict the reactants needed to synthesize it. (2) Given the product [Cl:1][CH2:2][CH2:3][N:4]([P:5]([N:14]([CH2:15][CH2:16][Cl:17])[CH2:18][CH2:19][Cl:20])([O:6][CH2:7][CH2:8][S:9][CH2:10][CH2:11][O:12][P:28]([N:27]([CH2:26][CH2:25][Cl:24])[CH2:38][CH2:39][Cl:40])([N:30]([CH2:31][CH2:32][Cl:33])[CH2:34][CH2:35][Cl:36])=[O:29])=[O:13])[CH2:21][CH2:22][Cl:23], predict the reactants needed to synthesize it. The reactants are: [Cl:1][CH2:2][CH2:3][N:4]([CH2:21][CH2:22][Cl:23])[P:5]([N:14]([CH2:18][CH2:19][Cl:20])[CH2:15][CH2:16][Cl:17])(=[O:13])[O:6][CH2:7][CH2:8][S:9][CH2:10][CH2:11][OH:12].[Cl:24][CH2:25][CH2:26][N:27]([CH2:38][CH2:39][Cl:40])[P:28](Cl)([N:30]([CH2:34][CH2:35][Cl:36])[CH2:31][CH2:32][Cl:33])=[O:29].CC(C)([O-])C.[K+]. (3) Given the product [CH3:17][O:18][C:19]1[CH:26]=[CH:25][C:22]([CH2:23][S:15][C:14]([S:16][CH2:23][C:22]2[CH:25]=[CH:26][C:19]([O:18][CH3:17])=[CH:20][CH:21]=2)=[C:2]([C:3]([O:5][CH2:6][CH3:7])=[O:4])[C:1]([O:9][CH2:10][CH3:11])=[O:8])=[CH:21][CH:20]=1, predict the reactants needed to synthesize it. The reactants are: [C:1]([O:9][CH2:10][CH3:11])(=[O:8])[CH2:2][C:3]([O:5][CH2:6][CH3:7])=[O:4].[H-].[Na+].[C:14](=[S:16])=[S:15].[CH3:17][O:18][C:19]1[CH:26]=[CH:25][C:22]([CH2:23]Cl)=[CH:21][CH:20]=1. (4) The reactants are: [C:1]([C:5]1[S:9][C:8]([C:10]([O:12]C)=[O:11])=[C:7]([N+:14]([O-:16])=[O:15])[CH:6]=1)([CH3:4])([CH3:3])[CH3:2].C1COCC1.CO.Cl. Given the product [C:1]([C:5]1[S:9][C:8]([C:10]([OH:12])=[O:11])=[C:7]([N+:14]([O-:16])=[O:15])[CH:6]=1)([CH3:4])([CH3:2])[CH3:3], predict the reactants needed to synthesize it. (5) Given the product [C:17]([C:2]1[CH:3]=[C:4]2[C:9](=[CH:10][C:11]=1[O:12][CH3:13])[C:8]([CH3:15])([CH3:14])[C:7](=[O:16])[CH2:6][CH2:5]2)#[CH:18], predict the reactants needed to synthesize it. The reactants are: Br[C:2]1[CH:3]=[C:4]2[C:9](=[CH:10][C:11]=1[O:12][CH3:13])[C:8]([CH3:15])([CH3:14])[C:7](=[O:16])[CH2:6][CH2:5]2.[CH3:17][CH:18](C1C=C(C(C)C)C(C2C=CC=CC=2P(C2CCCCC2)C2CCCCC2)=C(C(C)C)C=1)C.C[Si](C#C)(C)C. (6) Given the product [F:1][C:2]1[CH:3]=[C:4]([C@@H:12]2[CH2:17][C@H:16]([C:18]3[O:22][NH:21][C:20](=[O:23])[CH:19]=3)[CH2:15][CH2:14][NH:13]2)[CH:5]=[CH:6][C:7]=1[C:8]([F:9])([F:10])[F:11], predict the reactants needed to synthesize it. The reactants are: [F:1][C:2]1[CH:3]=[C:4]([C@@H:12]2[CH2:17][C@H:16]([C:18]3[O:22][NH:21][C:20](=[O:23])[CH:19]=3)[CH2:15][CH2:14][N:13]2C(OC)=O)[CH:5]=[CH:6][C:7]=1[C:8]([F:11])([F:10])[F:9].C(O)(=O)C. (7) Given the product [CH3:1][O:2][C:3]1[CH:4]=[C:5]([S:9][CH2:14][C:15]([C:17]2[CH:18]=[N:19][CH:20]=[CH:21][CH:22]=2)=[O:16])[CH:6]=[CH:7][CH:8]=1, predict the reactants needed to synthesize it. The reactants are: [CH3:1][O:2][C:3]1[CH:4]=[C:5]([SH:9])[CH:6]=[CH:7][CH:8]=1.[OH-].[K+].Br.Br[CH2:14][C:15]([C:17]1[CH:18]=[N:19][CH:20]=[CH:21][CH:22]=1)=[O:16].